This data is from Full USPTO retrosynthesis dataset with 1.9M reactions from patents (1976-2016). The task is: Predict the reactants needed to synthesize the given product. (1) The reactants are: C(C1(C2C=CC=C(OC)C=2)CNC(=O)C1)C1C=CC=CC=1.CO[C:24](=[O:44])[CH2:25][C:26]([CH2:37][C:38]1[CH:43]=[CH:42][CH:41]=[CH:40][CH:39]=1)([C:35]#[N:36])[C:27]1[CH:32]=[CH:31][CH:30]=[C:29]([C:33]#[N:34])[CH:28]=1. Given the product [NH2:34][CH2:33][C:29]1[CH:28]=[C:27]([C:26]2([CH2:37][C:38]3[CH:43]=[CH:42][CH:41]=[CH:40][CH:39]=3)[CH2:35][NH:36][C:24](=[O:44])[CH2:25]2)[CH:32]=[CH:31][CH:30]=1, predict the reactants needed to synthesize it. (2) Given the product [CH2:1]([O:8][C:9]([N:11]1[CH2:16][CH2:15][CH2:14][C@@H:13]([CH:17]2[CH2:18][CH2:19][N:25]2[CH2:26][CH:27]=[CH2:28])[CH2:12]1)=[O:10])[C:2]1[CH:7]=[CH:6][CH:5]=[CH:4][CH:3]=1, predict the reactants needed to synthesize it. The reactants are: [CH2:1]([O:8][C:9]([N:11]1[CH2:16][CH2:15][CH2:14][C@@H:13]([CH:17]([NH:25][CH2:26][CH:27]=[CH2:28])[CH2:18][CH2:19]OS(C)(=O)=O)[CH2:12]1)=[O:10])[C:2]1[CH:7]=[CH:6][CH:5]=[CH:4][CH:3]=1. (3) Given the product [CH2:31]([O:30][C:28]([N:26]1[CH:25]([C:38]([OH:40])=[O:39])[CH2:24][C:23]2([CH2:43][CH2:44][N:20]([C:16]3[CH:15]=[C:14]([O:13][C@H:8]([C:5]4[CH:6]=[CH:7][C:2]([Cl:1])=[CH:3][C:4]=4[N:45]4[CH:49]=[CH:48][C:47]([CH3:50])=[N:46]4)[C:9]([F:10])([F:12])[F:11])[CH:19]=[CH:18][N:17]=3)[CH2:21][CH2:22]2)[CH2:27]1)=[O:29])[C:32]1[CH:37]=[CH:36][CH:35]=[CH:34][CH:33]=1, predict the reactants needed to synthesize it. The reactants are: [Cl:1][C:2]1[CH:7]=[CH:6][C:5]([C@@H:8]([O:13][C:14]2[CH:19]=[CH:18][N:17]=[C:16]([N:20]3[CH2:44][CH2:43][C:23]4([CH2:27][N:26]([C:28]([O:30][CH2:31][C:32]5[CH:37]=[CH:36][CH:35]=[CH:34][CH:33]=5)=[O:29])[CH:25]([C:38]([O:40]CC)=[O:39])[CH2:24]4)[CH2:22][CH2:21]3)[CH:15]=2)[C:9]([F:12])([F:11])[F:10])=[C:4]([N:45]2[CH:49]=[CH:48][C:47]([CH3:50])=[N:46]2)[CH:3]=1.[Li+].[OH-]. (4) Given the product [ClH:1].[N:2]1([C:11]2[CH:18]=[CH:17][C:14]([C:15](=[NH:16])[O:21][CH3:20])=[CH:13][CH:12]=2)[C:6]2=[N:7][CH:8]=[CH:9][CH:10]=[C:5]2[CH:4]=[CH:3]1, predict the reactants needed to synthesize it. The reactants are: [ClH:1].[N:2]1([C:11]2[CH:18]=[CH:17][C:14]([C:15]#[N:16])=[CH:13][CH:12]=2)[C:6]2=[N:7][CH:8]=[CH:9][CH:10]=[C:5]2[CH:4]=[CH:3]1.C[CH2:20][O:21]CC. (5) Given the product [CH:1]1([C:7]2[N:12]([O:13][CH3:16])[C:11](=[O:14])[CH:10]=[C:9]([CH3:15])[CH:8]=2)[CH2:2][CH2:3][CH2:4][CH2:5][CH2:6]1, predict the reactants needed to synthesize it. The reactants are: [CH:1]1([C:7]2[N:12]([OH:13])[C:11](=[O:14])[CH:10]=[C:9]([CH3:15])[CH:8]=2)[CH2:6][CH2:5][CH2:4][CH2:3][CH2:2]1.[C:16]([O-])([O-])=O.[K+].[K+].CI.